This data is from Retrosynthesis with 50K atom-mapped reactions and 10 reaction types from USPTO. The task is: Predict the reactants needed to synthesize the given product. (1) Given the product COc1ccc(COc2cnn(CC(=O)c3ccc(CN(C)C)cc3C)c(=O)c2)nc1, predict the reactants needed to synthesize it. The reactants are: CNC.COc1ccc(COc2cnn(CC(=O)c3ccc(CBr)cc3C)c(=O)c2)nc1. (2) Given the product CCN(CC)CCCOc1cc2nccc(Sc3ccc([N+](=O)[O-])s3)c2cc1OC, predict the reactants needed to synthesize it. The reactants are: CCN(CC)CCCO.COc1cc2c(Sc3ccc([N+](=O)[O-])s3)ccnc2cc1O. (3) Given the product CC(C)(C)OC(=O)N1CCCc2c(ccc(N3CC[C@H](NS(=O)(=O)c4ccc5cc(Cl)ccc5c4)C3=O)c2F)C1, predict the reactants needed to synthesize it. The reactants are: CC(C)(C)OC(=O)N1CCCc2c(ccc(N3CC[C@H](N)C3=O)c2F)C1.O=S(=O)(Cl)c1ccc2cc(Cl)ccc2c1. (4) Given the product Nc1cc(C(=O)Nc2nnc(C(F)(F)F)s2)ccc1Sc1ccc(NC(=O)OCC2c3ccccc3-c3ccccc32)cc1, predict the reactants needed to synthesize it. The reactants are: O=C(Nc1ccc(Sc2ccc(C(=O)Nc3nnc(C(F)(F)F)s3)cc2[N+](=O)[O-])cc1)OCC1c2ccccc2-c2ccccc21. (5) Given the product COCc1ccc(C(=O)NC(Cc2ccc(C(F)(F)F)cc2)C(O)c2ccc(F)cc2)c2ccccc12, predict the reactants needed to synthesize it. The reactants are: COCc1ccc(C(=O)O)c2ccccc12.NC(Cc1ccc(C(F)(F)F)cc1)C(O)c1ccc(F)cc1. (6) Given the product Cc1cc(O[C@H]2CCOC2)cc(C)c1-c1ccc(F)c2c1CC[C@H]2Oc1ccc2c(c1)OC[C@H]2CC(=O)O, predict the reactants needed to synthesize it. The reactants are: COC(=O)C[C@@H]1COc2cc(O[C@@H]3CCc4c(-c5c(C)cc(O[C@H]6CCOC6)cc5C)ccc(F)c43)ccc21. (7) Given the product COc1cccc(-c2oc(C)nc2C(=O)Nc2cnn(Cc3ccc(C(C)(F)F)o3)c2)c1, predict the reactants needed to synthesize it. The reactants are: CC(F)(F)c1ccc(Cn2cc(N)cn2)o1.COc1cccc(-c2oc(C)nc2C(=O)O)c1. (8) Given the product NC1CCC(=Cc2cccc(Oc3ccc(C(F)(F)F)c(Cl)n3)c2)CC1, predict the reactants needed to synthesize it. The reactants are: N.O=C1CCC(=Cc2cccc(Oc3ccc(C(F)(F)F)c(Cl)n3)c2)CC1.